Task: Predict hERG channel inhibition at various concentrations.. Dataset: hERG Central: cardiac toxicity at 1µM, 10µM, and general inhibition (1) The drug is CCCCCNC(=O)c1ccc2c(c1)ncn2-c1ccc(OC)cc1. Results: hERG_inhib (hERG inhibition (general)): blocker. (2) The molecule is CN(C)CCCN(C(=O)c1ccc(Br)s1)c1nc2cc3c(cc2s1)OCO3.Cl. Results: hERG_inhib (hERG inhibition (general)): blocker. (3) The molecule is COc1ccccc1/C=C/CN1CCCC(CO)(Cc2cccc(Cl)c2)C1. Results: hERG_inhib (hERG inhibition (general)): blocker. (4) The drug is Cc1cc(S(=O)(=O)Nc2ccc(C(=O)NCC3(N4CCCCC4)CCCCC3)cc2)ccc1F. Results: hERG_inhib (hERG inhibition (general)): blocker.